This data is from Forward reaction prediction with 1.9M reactions from USPTO patents (1976-2016). The task is: Predict the product of the given reaction. (1) Given the reactants [F:1][C:2]([F:7])([F:6])[C:3]([OH:5])=[O:4].[NH2:8][CH2:9][CH2:10][CH2:11][NH:12][C:13]([C:15]1[N:23]=[C:22]2[C:18]([N:19]=[CH:20][N:21]2[C@@H:24]2[CH2:28][C@H:27]([N:29]3[CH:33]=[C:32]([CH2:34][OH:35])[CH:31]=[N:30]3)[C@@H:26]([OH:36])[C@H:25]2[OH:37])=[C:17]([NH:38][CH2:39][CH:40]([C:47]2[CH:52]=[CH:51][CH:50]=[CH:49][CH:48]=2)[C:41]2[CH:46]=[CH:45][CH:44]=[CH:43][CH:42]=2)[N:16]=1)=[O:14].FC(F)(F)C(O)=O.O[C@@H]1[C@H](O)[C@@H](N2C=C(C)C=N2)C[C@H]1N1C=NC2C1=NC(NC1CCC(N[C:105]([NH:107][CH:108]3[CH2:113][CH2:112][N:111]([C:114]4[CH:119]=[CH:118][CH:117]=[CH:116][N:115]=4)[CH2:110][CH2:109]3)=[O:106])CC1)=NC=2NCC(C1C=CC=CC=1)C1C=CC=CC=1, predict the reaction product. The product is: [F:1][C:2]([F:7])([F:6])[C:3]([OH:5])=[O:4].[N:111]1([C:114]2[CH:119]=[CH:118][CH:117]=[CH:116][N:115]=2)[CH2:112][CH2:113][CH:108]([NH:107][C:105](=[O:106])[NH:8][CH2:9][CH2:10][CH2:11][NH:12][C:13]([C:15]2[N:23]=[C:22]3[C:18]([N:19]=[CH:20][N:21]3[C@@H:24]3[CH2:28][C@H:27]([N:29]4[CH:33]=[C:32]([CH2:34][OH:35])[CH:31]=[N:30]4)[C@@H:26]([OH:36])[C@H:25]3[OH:37])=[C:17]([NH:38][CH2:39][CH:40]([C:47]3[CH:52]=[CH:51][CH:50]=[CH:49][CH:48]=3)[C:41]3[CH:46]=[CH:45][CH:44]=[CH:43][CH:42]=3)[N:16]=2)=[O:14])[CH2:109][CH2:110]1. (2) Given the reactants [OH-].[Na+].[NH2:3][C:4]1[CH:11]=[CH:10][CH:9]=[CH:8][C:5]=1[CH2:6][NH2:7].[F:12][C:13]([F:27])([F:26])[C:14]1[CH:15]=[C:16]([N:20]=[C:21]([S-])[S-](C)C)[CH:17]=[CH:18][CH:19]=1.CC#N, predict the reaction product. The product is: [N:3]1[C:4]2[C:5](=[CH:8][CH:9]=[CH:10][CH:11]=2)[CH2:6][NH:7][C:21]=1[NH:20][C:16]1[CH:17]=[CH:18][CH:19]=[C:14]([C:13]([F:12])([F:26])[F:27])[CH:15]=1. (3) The product is: [CH2:10]([C:5]1[C:4]([O:18][CH3:19])=[CH:3][C:2]([Br:1])=[CH:7][C:6]=1[O:8][CH3:9])[C:12]1[CH:13]=[CH:14][CH:15]=[CH:16][CH:17]=1. Given the reactants [Br:1][C:2]1[CH:7]=[C:6]([O:8][CH3:9])[C:5]([C:10]([C:12]2[CH:17]=[CH:16][CH:15]=[CH:14][CH:13]=2)=O)=[C:4]([O:18][CH3:19])[CH:3]=1.FC(F)(F)C(O)=O.C([SiH](CC)CC)C, predict the reaction product. (4) Given the reactants [F:1][C:2]1[CH:3]=[C:4]([C@:15]([NH:48][S@@](C(C)(C)C)=O)([C:41]2[CH:46]=[CH:45][C:44]([F:47])=[CH:43][CH:42]=2)[CH2:16][C:17]2[N:18]=[N:19][N:20](C(C3C=CC=CC=3)(C3C=CC=CC=3)C3C=CC=CC=3)[N:21]=2)[CH:5]=[C:6]([O:8][C:9]([F:14])([F:13])[CH:10]([F:12])[F:11])[CH:7]=1.Cl, predict the reaction product. The product is: [F:1][C:2]1[CH:3]=[C:4]([C@@:15]([C:41]2[CH:42]=[CH:43][C:44]([F:47])=[CH:45][CH:46]=2)([NH2:48])[CH2:16][C:17]2[N:18]=[N:19][NH:20][N:21]=2)[CH:5]=[C:6]([O:8][C:9]([F:14])([F:13])[CH:10]([F:11])[F:12])[CH:7]=1. (5) Given the reactants [NH:1]([C:8]1[CH:25]=[CH:24][C:11]2[C:12](=[O:23])[C:13]3[CH:20]=[C:19]([O:21]C)[CH:18]=[CH:17][C:14]=3[CH2:15][CH2:16][C:10]=2[CH:9]=1)[C:2]1[CH:7]=[CH:6][CH:5]=[CH:4][CH:3]=1.Br, predict the reaction product. The product is: [NH:1]([C:8]1[CH:25]=[CH:24][C:11]2[C:12](=[O:23])[C:13]3[CH:20]=[C:19]([OH:21])[CH:18]=[CH:17][C:14]=3[CH2:15][CH2:16][C:10]=2[CH:9]=1)[C:2]1[CH:7]=[CH:6][CH:5]=[CH:4][CH:3]=1. (6) Given the reactants [O:1]=[CH:2][C@@H:3]([C@@H:5]([C@@H:7]([CH2:9][OH:10])[OH:8])[OH:6])[OH:4].[CH3:11]O, predict the reaction product. The product is: [CH3:11][C:2]([C@@H:3]([C@@H:5]([C@@H:7]([CH2:9][OH:10])[OH:8])[OH:6])[OH:4])=[O:1]. (7) Given the reactants [F:1][C:2]1[CH:10]=[C:9]2[C:5]([C:6]([CH2:11][C:12]#[N:13])=[CH:7][NH:8]2)=[CH:4][CH:3]=1.[OH-].[Na+], predict the reaction product. The product is: [F:1][C:2]1[CH:10]=[C:9]2[C:5](=[CH:4][CH:3]=1)[C:6]([CH2:11][CH2:12][NH2:13])=[CH:7][NH:8]2. (8) Given the reactants Br[C:2]1[CH:3]=[CH:4][C:5]2[O:14][CH2:13][CH2:12][N:11]3[C:7](=[N:8][C:9]([C:15]4[N:16]([CH:20]([CH3:22])[CH3:21])[N:17]=[CH:18][N:19]=4)=[CH:10]3)[C:6]=2[CH:23]=1.[C:24]([N:28]1[CH2:33][CH2:32][CH:31]([SH:34])[CH2:30][CH2:29]1)([CH3:27])([CH3:26])[CH3:25].CC1(C)C2C(=C(P(C3C=CC=CC=3)C3C=CC=CC=3)C=CC=2)OC2C(P(C3C=CC=CC=3)C3C=CC=CC=3)=CC=CC1=2.CCN(C(C)C)C(C)C, predict the reaction product. The product is: [C:24]([N:28]1[CH2:33][CH2:32][CH:31]([S:34][C:2]2[CH:3]=[CH:4][C:5]3[O:14][CH2:13][CH2:12][N:11]4[CH:10]=[C:9]([C:15]5[N:16]([CH:20]([CH3:22])[CH3:21])[N:17]=[CH:18][N:19]=5)[N:8]=[C:7]4[C:6]=3[CH:23]=2)[CH2:30][CH2:29]1)([CH3:27])([CH3:25])[CH3:26]. (9) Given the reactants ClC1[N:3]=[C:4]([N:13]2[CH2:18][CH2:17]OCC2)[C:5]2SC(C=O)=C[C:6]=2N=1.C(N1CCN[C@@H](C)C1)(C1C=CC=CC=1)(C1C=CC=CC=1)C1C=CC=CC=1.Cl.[OH-].[Na+].C[C@H]1CNCCN1CC1N=C(N2CCOCC2)C2SC=CC=2N=1.C(O)(=O)C(C)O.Cl[C:78]1[N:79]=[C:80]([N:100]2[CH2:105][CH2:104][O:103][CH2:102][CH2:101]2)[C:81]2[S:86][C:85]([CH2:87][N:88]3[CH2:93][CH2:92][N:91]([C:94](=[O:98])[C@@H:95]([OH:97])[CH3:96])[CH2:90][C@@H:89]3[CH3:99])=[CH:84][C:82]=2[N:83]=1.CC1(C)C(C)(C)OB(C2C=CC(N)=NC=2)O1, predict the reaction product. The product is: [NH2:3][C:4]1[N:13]=[CH:18][C:17]([C:78]2[N:79]=[C:80]([N:100]3[CH2:105][CH2:104][O:103][CH2:102][CH2:101]3)[C:81]3[S:86][C:85]([CH2:87][N:88]4[CH2:93][CH2:92][N:91]([C:94](=[O:98])[C@@H:95]([OH:97])[CH3:96])[CH2:90][C@@H:89]4[CH3:99])=[CH:84][C:82]=3[N:83]=2)=[CH:6][CH:5]=1.